This data is from Forward reaction prediction with 1.9M reactions from USPTO patents (1976-2016). The task is: Predict the product of the given reaction. (1) Given the reactants [Cu][C:2]#N.C[Mg]I.[C:7]([C:9](=[C:15]1[CH2:20][CH2:19][N:18]([C:21]2[CH:26]=[CH:25][C:24]([F:27])=[CH:23][CH:22]=2)[CH2:17][CH2:16]1)[C:10]([O:12][CH2:13][CH3:14])=[O:11])#[N:8].[Cl-].[NH4+], predict the reaction product. The product is: [C:7]([CH:9]([C:15]1([CH3:2])[CH2:16][CH2:17][N:18]([C:21]2[CH:26]=[CH:25][C:24]([F:27])=[CH:23][CH:22]=2)[CH2:19][CH2:20]1)[C:10]([O:12][CH2:13][CH3:14])=[O:11])#[N:8]. (2) The product is: [C:43]([N:50]([C:62]([O:61][C:58]([CH3:60])([CH3:59])[CH3:57])=[O:64])[C:5]1[C:4]2[C:3](=[CH:2][C:28]([NH2:72])=[CH:23][CH:24]=2)[CH:8]=[CH:7][CH:6]=1)([O:45][C:46]([CH3:49])([CH3:48])[CH3:47])=[O:44]. Given the reactants C[C:2]1(C)[C:28]2[C:23](=[C:24](P(C3C=CC=CC=3)C3C=CC=CC=3)C=CC=2)O[C:4]2[C:5](P(C3C=CC=CC=3)C3C=CC=CC=3)=[CH:6][CH:7]=[CH:8][C:3]1=2.[C:43]([NH2:50])([O:45][C:46]([CH3:49])([CH3:48])[CH3:47])=[O:44].C([O-])([O-])=O.[Cs+].[Cs+].[CH3:57][C:58]([O:61][C:62]([O:64]C(OC(C)(C)C)=O)=O)([CH3:60])[CH3:59].[NH2:72]N, predict the reaction product. (3) Given the reactants [Cl:1][C:2]1[N:10]=[CH:9][N:8]=[C:7]2[C:3]=1[N:4]=[CH:5][N:6]2[C@H:11]1[C@@H]2OC(OCC)[O:18][C@@H:14]2[C@@H:13](CO)[CH2:12]1.[CH3:24][O:25][C:26]([O:29][CH3:30])([CH3:28])[CH3:27].O.C1(C)C=CC(S(O)(=O)=O)=CC=1, predict the reaction product. The product is: [Cl:1][C:2]1[N:10]=[CH:9][N:8]=[C:7]2[C:3]=1[N:4]=[CH:5][N:6]2[C@H:11]1[C@@H:24]2[O:25][C:26]([CH3:28])([CH3:27])[O:29][C@@H:30]2[C@@H:13]([CH2:14][OH:18])[CH2:12]1. (4) Given the reactants [N:1]1([CH2:6][C:7]2[CH:12]=[CH:11][C:10]([C:13]3[CH:18]=[CH:17][C:16]([CH2:19][CH2:20][C:21]([C:23]4[O:24][C:25]([C:28]5[N:33]=[C:32]([C:34]([O:36]C)=[O:35])[CH:31]=[CH:30][CH:29]=5)=[CH:26][N:27]=4)=[O:22])=[CH:15][CH:14]=3)=[CH:9][CH:8]=2)[CH2:5][CH2:4][CH2:3][CH2:2]1.[Li+].[OH-].Cl, predict the reaction product. The product is: [N:1]1([CH2:6][C:7]2[CH:8]=[CH:9][C:10]([C:13]3[CH:18]=[CH:17][C:16]([CH2:19][CH2:20][C:21]([C:23]4[O:24][C:25]([C:28]5[N:33]=[C:32]([C:34]([OH:36])=[O:35])[CH:31]=[CH:30][CH:29]=5)=[CH:26][N:27]=4)=[O:22])=[CH:15][CH:14]=3)=[CH:11][CH:12]=2)[CH2:2][CH2:3][CH2:4][CH2:5]1. (5) The product is: [Cl:1][C:2]1[N:7]=[C:6]([C:16]#[C:15][Si:12]([CH3:14])([CH3:13])[CH3:11])[CH:5]=[CH:4][N:3]=1. Given the reactants [Cl:1][C:2]1[N:7]=[C:6](Cl)[CH:5]=[CH:4][N:3]=1.N#N.[CH3:11][Si:12]([C:15]#[CH:16])([CH3:14])[CH3:13], predict the reaction product. (6) Given the reactants FC(F)(F)C(O)=O.[Cl:8][C:9]1[CH:14]=[C:13]2[NH:15][C:16](=[O:38])[C:17]3([CH:21]([C:22]4[CH:27]=[CH:26][CH:25]=[C:24]([Cl:28])[C:23]=4[F:29])[CH:20]([C:30](O)=[O:31])[NH:19][CH:18]3[CH2:33][C:34]([CH3:37])([CH3:36])[CH3:35])[C:12]2=[CH:11][CH:10]=1.C(N(C(C)C)CC)(C)C.C1(P(Cl)(C2C=CC=CC=2)=O)C=CC=CC=1.[NH2:63][C:64]1[CH:73]=[CH:72][C:67]([O:68][CH2:69][CH2:70][OH:71])=[CH:66][CH:65]=1, predict the reaction product. The product is: [OH:71][CH2:70][CH2:69][O:68][C:67]1[CH:72]=[CH:73][C:64]([NH:63][C:30]([CH:20]2[NH:19][CH:18]([CH2:33][C:34]([CH3:36])([CH3:37])[CH3:35])[C:17]3([C:12]4[C:13](=[CH:14][C:9]([Cl:8])=[CH:10][CH:11]=4)[NH:15][C:16]3=[O:38])[CH:21]2[C:22]2[CH:27]=[CH:26][CH:25]=[C:24]([Cl:28])[C:23]=2[F:29])=[O:31])=[CH:65][CH:66]=1.